Dataset: Full USPTO retrosynthesis dataset with 1.9M reactions from patents (1976-2016). Task: Predict the reactants needed to synthesize the given product. (1) Given the product [CH:24]1([CH2:29][C:30]([CH2:23][NH:22][CH2:21][C:19]2[S:18][CH:17]=[C:16]([C:13]3[CH:14]=[CH:15][C:10]([CH2:9][C@H:4]([O:3][CH2:1][CH3:2])[C:5]([O:7][CH3:8])=[O:6])=[CH:11][CH:12]=3)[CH:20]=2)=[O:31])[CH2:28][CH2:27][CH2:26][CH2:25]1, predict the reactants needed to synthesize it. The reactants are: [CH2:1]([O:3][C@@H:4]([CH2:9][C:10]1[CH:15]=[CH:14][C:13]([C:16]2[CH:20]=[C:19]([CH2:21][NH:22][CH3:23])[S:18][CH:17]=2)=[CH:12][CH:11]=1)[C:5]([O:7][CH3:8])=[O:6])[CH3:2].[CH:24]1([CH2:29][C:30](Cl)=[O:31])[CH2:28][CH2:27][CH2:26][CH2:25]1. (2) Given the product [C:1]([O:5][C:6](=[O:22])[NH:7][C:8]1[CH:13]=[CH:12][C:11]([C:14]2[CH:19]=[CH:18][CH:17]=[CH:16][C:15]=2[F:20])=[CH:10][C:9]=1[NH:21][C:28](=[O:27])[CH2:29][C:30](=[O:43])[C:31]1[CH:36]=[CH:35][CH:34]=[C:33]([C:37]2[CH:42]=[CH:41][CH:40]=[CH:39][N:38]=2)[CH:32]=1)([CH3:4])([CH3:2])[CH3:3], predict the reactants needed to synthesize it. The reactants are: [C:1]([O:5][C:6](=[O:22])[NH:7][C:8]1[CH:13]=[CH:12][C:11]([C:14]2[CH:19]=[CH:18][CH:17]=[CH:16][C:15]=2[F:20])=[CH:10][C:9]=1[NH2:21])([CH3:4])([CH3:3])[CH3:2].C([O:27][C:28](=O)[CH2:29][C:30](=[O:43])[C:31]1[CH:36]=[CH:35][CH:34]=[C:33]([C:37]2[CH:42]=[CH:41][CH:40]=[CH:39][N:38]=2)[CH:32]=1)(C)(C)C. (3) The reactants are: C([Sn](CCCC)(CCCC)[C:6]#[C:7][CH2:8][O:9][CH:10]1[CH2:15][CH2:14][CH2:13][CH2:12][O:11]1)CCC.Cl[C:25]1[C:30]([F:31])=[CH:29][CH:28]=[CH:27][N:26]=1. Given the product [F:31][C:30]1[C:25]([C:6]#[C:7][CH2:8][O:9][CH:10]2[CH2:15][CH2:14][CH2:13][CH2:12][O:11]2)=[N:26][CH:27]=[CH:28][CH:29]=1, predict the reactants needed to synthesize it.